From a dataset of Peptide-MHC class I binding affinity with 185,985 pairs from IEDB/IMGT. Regression. Given a peptide amino acid sequence and an MHC pseudo amino acid sequence, predict their binding affinity value. This is MHC class I binding data. (1) The peptide sequence is HTVGLGQGY. The MHC is HLA-B27:03 with pseudo-sequence HLA-B27:03. The binding affinity (normalized) is 0.0847. (2) The peptide sequence is MYPFIFFIV. The MHC is HLA-A66:01 with pseudo-sequence HLA-A66:01. The binding affinity (normalized) is 0.213. (3) The peptide sequence is RRGWEVLKY. The MHC is HLA-A02:02 with pseudo-sequence HLA-A02:02. The binding affinity (normalized) is 0. (4) The peptide sequence is EERHIFLDY. The MHC is HLA-A01:01 with pseudo-sequence HLA-A01:01. The binding affinity (normalized) is 0.0572. (5) The peptide sequence is HYLQGSNAPP. The MHC is H-2-Kd with pseudo-sequence H-2-Kd. The binding affinity (normalized) is 0.106. (6) The peptide sequence is FMLCLLLLS. The MHC is HLA-A02:01 with pseudo-sequence HLA-A02:01. The binding affinity (normalized) is 0.269. (7) The peptide sequence is ALTSLGLLYT. The MHC is HLA-A02:02 with pseudo-sequence HLA-A02:02. The binding affinity (normalized) is 0.489. (8) The peptide sequence is WIMKIGIGV. The MHC is HLA-A02:06 with pseudo-sequence HLA-A02:06. The binding affinity (normalized) is 0.767. (9) The peptide sequence is CLLSHTLAY. The MHC is HLA-B15:01 with pseudo-sequence HLA-B15:01. The binding affinity (normalized) is 0.499. (10) The peptide sequence is RPPGCTFPA. The MHC is HLA-B15:01 with pseudo-sequence HLA-B15:01. The binding affinity (normalized) is 0.0847.